Task: Predict which catalyst facilitates the given reaction.. Dataset: Catalyst prediction with 721,799 reactions and 888 catalyst types from USPTO (1) Reactant: [CH:1]1([N:5]2[CH2:10][CH2:9][CH:8]([O:11][CH:12]3[CH2:17][CH2:16][NH:15][CH2:14][CH2:13]3)[CH2:7][CH2:6]2)[CH2:4][CH2:3][CH2:2]1.[F:18][C:19]1[CH:26]=[C:25](F)[C:24]([F:28])=[CH:23][C:20]=1[C:21]#[N:22].C(=O)([O-])[O-].[K+].[K+]. Product: [CH:1]1([N:5]2[CH2:10][CH2:9][CH:8]([O:11][CH:12]3[CH2:17][CH2:16][N:15]([C:25]4[C:24]([F:28])=[CH:23][C:20]([C:21]#[N:22])=[C:19]([F:18])[CH:26]=4)[CH2:14][CH2:13]3)[CH2:7][CH2:6]2)[CH2:4][CH2:3][CH2:2]1. The catalyst class is: 16. (2) Reactant: N1CCCCC1.C(O)(=O)C.[C:11]([CH2:13][C:14]([O:16][CH3:17])=[O:15])#[N:12].[CH:18](=O)[C:19]([CH3:22])([CH3:21])[CH3:20]. Product: [C:11]([C:13](=[CH:18][C:19]([CH3:22])([CH3:21])[CH3:20])[C:14]([O:16][CH3:17])=[O:15])#[N:12]. The catalyst class is: 727. (3) Reactant: CO.C([O:6][C@@H:7]([CH3:23])[C:8]([N:10]1[CH2:15][CH2:14][N:13]([CH2:16][C:17]2[CH:22]=[CH:21][CH:20]=[CH:19][CH:18]=2)[CH2:12][CH2:11]1)=[O:9])(=O)C.O.[OH-].[Li+].C(O)(=O)C. Product: [CH2:16]([N:13]1[CH2:12][CH2:11][N:10]([C:8](=[O:9])[C@@H:7]([OH:6])[CH3:23])[CH2:15][CH2:14]1)[C:17]1[CH:18]=[CH:19][CH:20]=[CH:21][CH:22]=1. The catalyst class is: 6. (4) Reactant: [Cl:1][C:2]1[C:3]([N:8]2[C:12]([C:13]([O:15]C)=[O:14])=[CH:11][C:10]([C:17]3[CH2:21][C:20]([C:26]4[CH:31]=[C:30]([Cl:32])[CH:29]=[C:28]([Cl:33])[CH:27]=4)([C:22]([F:25])([F:24])[F:23])[O:19][N:18]=3)=[N:9]2)=[N:4][CH:5]=[CH:6][CH:7]=1.[OH-].[Na+].Cl. Product: [Cl:1][C:2]1[C:3]([N:8]2[C:12]([C:13]([OH:15])=[O:14])=[CH:11][C:10]([C:17]3[CH2:21][C:20]([C:26]4[CH:27]=[C:28]([Cl:33])[CH:29]=[C:30]([Cl:32])[CH:31]=4)([C:22]([F:25])([F:23])[F:24])[O:19][N:18]=3)=[N:9]2)=[N:4][CH:5]=[CH:6][CH:7]=1. The catalyst class is: 97.